This data is from Forward reaction prediction with 1.9M reactions from USPTO patents (1976-2016). The task is: Predict the product of the given reaction. (1) Given the reactants [N+:1]([C:4]1[CH:12]=[CH:11][C:7]([C:8](O)=[O:9])=[CH:6][CH:5]=1)([O-:3])=[O:2].[CH3:13][N:14](C=O)[CH3:15].C1C=CC2N(O)N=NC=2C=1.CCN(C(C)C)C(C)C, predict the reaction product. The product is: [CH3:13][N:14]([CH3:15])[C:8](=[O:9])[C:7]1[CH:11]=[CH:12][C:4]([N+:1]([O-:3])=[O:2])=[CH:5][CH:6]=1. (2) Given the reactants [CH3:1][O:2][C:3](=[O:20])[C:4]1[CH:9]=[CH:8][C:7]([CH2:10][C:11]([C:13]2[CH:18]=[CH:17][C:16]([F:19])=[CH:15][CH:14]=2)=[O:12])=[CH:6][CH:5]=1.CC(C)([O-])C.[K+].Br[CH2:28][C:29]1[CH:45]=[CH:44][C:32]([O:33][C:34]([F:43])([F:42])[C:35]([O:37][C:38]([CH3:41])([CH3:40])[CH3:39])=[O:36])=[CH:31][CH:30]=1, predict the reaction product. The product is: [C:38]([O:37][C:35](=[O:36])[C:34]([F:43])([F:42])[O:33][C:32]1[CH:31]=[CH:30][C:29]([CH2:28][CH:10]([C:7]2[CH:6]=[CH:5][C:4]([C:3]([O:2][CH3:1])=[O:20])=[CH:9][CH:8]=2)[C:11]([C:13]2[CH:14]=[CH:15][C:16]([F:19])=[CH:17][CH:18]=2)=[O:12])=[CH:45][CH:44]=1)([CH3:41])([CH3:39])[CH3:40].